This data is from Full USPTO retrosynthesis dataset with 1.9M reactions from patents (1976-2016). The task is: Predict the reactants needed to synthesize the given product. (1) Given the product [CH2:1]([O:3][C:4](=[O:19])[C:5]1[CH:6]=[CH:7][C:8]([N:11]2[CH2:17][CH2:16][CH2:15][CH:14]([O:18][CH2:40][C:41]3[C:42]([C:49]4[C:50]([Cl:56])=[CH:51][CH:52]=[CH:53][C:54]=4[Cl:55])=[N:43][O:44][C:45]=3[CH:46]3[CH2:48][CH2:47]3)[CH2:13][CH2:12]2)=[CH:9][CH:10]=1)[CH3:2], predict the reactants needed to synthesize it. The reactants are: [CH2:1]([O:3][C:4](=[O:19])[C:5]1[CH:10]=[CH:9][C:8]([N:11]2[CH2:17][CH2:16][CH2:15][CH:14]([OH:18])[CH2:13][CH2:12]2)=[CH:7][CH:6]=1)[CH3:2].C1OCCOCCOCCOCCOCCOC1.[K].Br[CH2:40][C:41]1[C:42]([C:49]2[C:54]([Cl:55])=[CH:53][CH:52]=[CH:51][C:50]=2[Cl:56])=[N:43][O:44][C:45]=1[CH:46]1[CH2:48][CH2:47]1. (2) Given the product [CH3:1][O:2][C:3]1[CH:4]=[C:5]2[C:10](=[CH:11][CH:12]=1)[CH:9]([C:13]1[CH:26]=[CH:25][C:16]([O:17][CH2:18][CH2:19][N:20]3[CH2:24][CH2:23][CH2:22][CH2:21]3)=[CH:15][CH:14]=1)[CH:8]([C:27]1[CH:32]=[CH:31][CH:30]=[CH:29][CH:28]=1)[CH2:7][CH2:6]2, predict the reactants needed to synthesize it. The reactants are: [CH3:1][O:2][C:3]1[CH:4]=[C:5]2[C:10](=[CH:11][CH:12]=1)[C@@H:9]([C:13]1[CH:26]=[CH:25][C:16]([O:17][CH2:18][CH2:19][N:20]3[CH2:24][CH2:23][CH2:22][CH2:21]3)=[CH:15][CH:14]=1)[C@@H:8]([C:27]1[CH:32]=[CH:31][CH:30]=[CH:29][CH:28]=1)[CH2:7][CH2:6]2.C(OCC1C=CC=CC=1)C1C=CC=CC=1. (3) Given the product [Cl-:10].[NH2:9][C:1]([C:2]1[CH:3]=[N+:4]([CH2:11][C:12]([C:14]2[CH:19]=[CH:18][C:17]([Cl:20])=[CH:16][CH:15]=2)=[O:13])[CH:5]=[CH:6][CH:7]=1)=[O:8], predict the reactants needed to synthesize it. The reactants are: [C:1]([NH2:9])(=[O:8])[C:2]1[CH:7]=[CH:6][CH:5]=[N:4][CH:3]=1.[Cl:10][CH2:11][C:12]([C:14]1[CH:19]=[CH:18][C:17]([Cl:20])=[CH:16][CH:15]=1)=[O:13].